Dataset: Reaction yield outcomes from USPTO patents with 853,638 reactions. Task: Predict the reaction yield, written as a fraction of the theoretical maximum amount of product (1.0 means a 100% yield; for example, 0.34 means a 34% yield). (1) The reactants are [Br:1][C:2]1[CH:3]=[CH:4][C:5]2[O:14][CH2:13][CH2:12][C:11]3[S:10][C:9]([C:15]([NH2:17])=O)=[N:8][C:7]=3[C:6]=2[CH:18]=1.[CH3:19]OC(OC)N(C)C.Cl.[CH:28]([NH:31][NH2:32])([CH3:30])[CH3:29].C(=O)(O)[O-].[Na+]. The catalyst is C1(C)C=CC=CC=1.C(O)(=O)C.O.C(OCC)(=O)C. The product is [Br:1][C:2]1[CH:3]=[CH:4][C:5]2[O:14][CH2:13][CH2:12][C:11]3[S:10][C:9]([C:15]4[N:31]([CH:28]([CH3:30])[CH3:29])[N:32]=[CH:19][N:17]=4)=[N:8][C:7]=3[C:6]=2[CH:18]=1. The yield is 0.350. (2) The reactants are [NH:1]1[CH:5]=[C:4]([C:6]2[CH:7]=[C:8]([NH2:11])[NH:9][N:10]=2)[N:3]=[CH:2]1.CN(C)[CH:14]=[CH:15][C:16]([C:18]1[CH:19]=[C:20]([NH:24][C:25](=[O:36])[C:26]2[CH:31]=[CH:30][CH:29]=[C:28]([C:32]([F:35])([F:34])[F:33])[CH:27]=2)[CH:21]=[CH:22][CH:23]=1)=O. The catalyst is C(O)(=O)C. The product is [NH:3]1[C:4]([C:6]2[CH:7]=[C:8]3[N:11]=[CH:14][CH:15]=[C:16]([C:18]4[CH:19]=[C:20]([NH:24][C:25](=[O:36])[C:26]5[CH:31]=[CH:30][CH:29]=[C:28]([C:32]([F:33])([F:34])[F:35])[CH:27]=5)[CH:21]=[CH:22][CH:23]=4)[N:9]3[N:10]=2)=[CH:5][N:1]=[CH:2]1. The yield is 0.170. (3) The reactants are [N:1]12[CH2:8][CH2:7][C:4]([C:9]([C:16]3[CH:20]=[CH:19][S:18][CH:17]=3)([C:11]3[CH:15]=[CH:14][S:13][CH:12]=3)[OH:10])([CH2:5][CH2:6]1)[CH2:3][CH2:2]2.[C:21]1([O:27][CH2:28][CH2:29][CH2:30][Br:31])[CH:26]=[CH:25][CH:24]=[CH:23][CH:22]=1. The catalyst is CO. The product is [Br-:31].[OH:10][C:9]([C:11]1[CH:15]=[CH:14][S:13][CH:12]=1)([C:16]1[CH:20]=[CH:19][S:18][CH:17]=1)[C:4]12[CH2:7][CH2:8][N+:1]([CH2:30][CH2:29][CH2:28][O:27][C:21]3[CH:26]=[CH:25][CH:24]=[CH:23][CH:22]=3)([CH2:6][CH2:5]1)[CH2:2][CH2:3]2. The yield is 0.447. (4) The reactants are [Cl:1][C:2]1[CH:7]=[C:6]([F:8])[CH:5]=[CH:4][C:3]=1[O:9][CH2:10][C:11]([F:14])([F:13])[F:12].C([Li])CCC.CN(C)[CH:22]=[O:23]. The catalyst is O. The product is [Cl:1][C:2]1[C:3]([O:9][CH2:10][C:11]([F:12])([F:13])[F:14])=[CH:4][CH:5]=[C:6]([F:8])[C:7]=1[CH:22]=[O:23]. The yield is 0.190.